This data is from PAMPA (Parallel Artificial Membrane Permeability Assay) permeability data from NCATS. The task is: Regression/Classification. Given a drug SMILES string, predict its absorption, distribution, metabolism, or excretion properties. Task type varies by dataset: regression for continuous measurements (e.g., permeability, clearance, half-life) or binary classification for categorical outcomes (e.g., BBB penetration, CYP inhibition). Dataset: pampa_ncats. (1) The molecule is C1COCCN1C2=CC=C(C=C2)NC3=NC(=CN4C3=NC=C4)C5=CC6=C(C=C5)C=NN6. The result is 1 (high permeability). (2) The compound is CCNC(=O)C1=NOC(=C1C2=CC=C(C=C2)CN3CCOCC3)C4=CC(=C(C=C4O)O)C(C)C. The result is 1 (high permeability).